From a dataset of Forward reaction prediction with 1.9M reactions from USPTO patents (1976-2016). Predict the product of the given reaction. Given the reactants [CH:1]([N:4]1[CH2:9][CH2:8][N:7]([C:10]([C:12]2[CH:13]=[C:14]([CH:17]=[CH:18][CH:19]=2)[CH:15]=O)=[O:11])[CH2:6][CH2:5]1)([CH3:3])[CH3:2].[NH:20]1[CH2:25][CH2:24][CH2:23][CH2:22][CH2:21]1, predict the reaction product. The product is: [CH:1]([N:4]1[CH2:9][CH2:8][N:7]([C:10]([C:12]2[CH:19]=[CH:18][CH:17]=[C:14]([CH2:15][N:20]3[CH2:25][CH2:24][CH2:23][CH2:22][CH2:21]3)[CH:13]=2)=[O:11])[CH2:6][CH2:5]1)([CH3:3])[CH3:2].